Predict the reactants needed to synthesize the given product. From a dataset of Full USPTO retrosynthesis dataset with 1.9M reactions from patents (1976-2016). The reactants are: [CH2:1]([O:8][C:9]([N:11]1[CH2:21][CH2:20][C:14]2([CH:16]([C:17](O)=[O:18])[CH2:15]2)[CH2:13][CH2:12]1)=[O:10])[C:2]1[CH:7]=[CH:6][CH:5]=[CH:4][CH:3]=1.CN(C(ON1N=NC2C=CC=CC1=2)=[N+](C)C)C.F[P-](F)(F)(F)(F)F.CCN(C(C)C)C(C)C.[CH:55]1([N:61]2[CH2:66][CH2:65][NH:64][CH2:63][CH2:62]2)[CH2:60][CH2:59][CH2:58][CH2:57][CH2:56]1. Given the product [CH2:1]([O:8][C:9]([N:11]1[CH2:12][CH2:13][C:14]2([CH:16]([C:17]([N:64]3[CH2:65][CH2:66][N:61]([CH:55]4[CH2:60][CH2:59][CH2:58][CH2:57][CH2:56]4)[CH2:62][CH2:63]3)=[O:18])[CH2:15]2)[CH2:20][CH2:21]1)=[O:10])[C:2]1[CH:7]=[CH:6][CH:5]=[CH:4][CH:3]=1, predict the reactants needed to synthesize it.